Dataset: Peptide-MHC class I binding affinity with 185,985 pairs from IEDB/IMGT. Task: Regression. Given a peptide amino acid sequence and an MHC pseudo amino acid sequence, predict their binding affinity value. This is MHC class I binding data. (1) The peptide sequence is NIRQAGVQY. The MHC is HLA-A30:02 with pseudo-sequence HLA-A30:02. The binding affinity (normalized) is 0.144. (2) The peptide sequence is DPKKTGGPI. The MHC is HLA-B39:01 with pseudo-sequence HLA-B39:01. The binding affinity (normalized) is 0.0847.